The task is: Predict the reaction yield, written as a fraction of the theoretical maximum amount of product (1.0 means a 100% yield; for example, 0.34 means a 34% yield).. This data is from Reaction yield outcomes from USPTO patents with 853,638 reactions. (1) The reactants are [CH3:1][N:2]1[CH:6]=[C:5]([C:7]2[CH:12]=[CH:11][C:10]([C:13]3[C:22]4[C:17](=[CH:18][CH:19]=C(C#N)[CH:21]=4)[CH:16]=[N:15][CH:14]=3)=[CH:9][CH:8]=2)[CH:4]=[N:3]1.[OH-:25].[Na+].[ClH:27].[CH2:28]([OH:30])[CH3:29]. No catalyst specified. The product is [ClH:27].[CH3:1][N:2]1[CH:6]=[C:5]([C:7]2[CH:12]=[CH:11][C:10]([C:13]3[C:22]4[C:17](=[CH:18][CH:19]=[C:29]([C:28]([OH:25])=[O:30])[CH:21]=4)[CH:16]=[N:15][CH:14]=3)=[CH:9][CH:8]=2)[CH:4]=[N:3]1. The yield is 0.850. (2) The reactants are [I:1][C:2]1[C:10]2[C:5](=[CH:6][CH:7]=[CH:8][C:9]=2[N+:11]([O-:13])=[O:12])[NH:4][N:3]=1.Br.BrC[C:17]1[CH:22]=[CH:21][N:20]=[CH:19][CH:18]=1.[C:23](N=C(N(C)C)N(C)C)(C)(C)C. The catalyst is CC#N.O. The product is [I:1][C:2]1[C:10]2[C:5](=[CH:6][CH:7]=[CH:8][C:9]=2[N+:11]([O-:13])=[O:12])[N:4]([CH2:23][C:22]2[CH:21]=[N:20][CH:19]=[CH:18][CH:17]=2)[N:3]=1. The yield is 0.710. (3) The reactants are [CH3:1][C:2]1([C:5]2[O:9][N:8]=[C:7]([NH:10][C:11](=[O:19])OC3C=CC=CC=3)[CH:6]=2)[CH2:4][CH2:3]1.[C:20]([NH:39][C:40]1[N:45]=[CH:44][C:43]([C:46]2[CH:47]=[N:48][C:49]([NH2:52])=[CH:50][CH:51]=2)=[CH:42][CH:41]=1)([C:33]1[CH:38]=[CH:37][CH:36]=[CH:35][CH:34]=1)([C:27]1[CH:32]=[CH:31][CH:30]=[CH:29][CH:28]=1)[C:21]1[CH:26]=[CH:25][CH:24]=[CH:23][CH:22]=1.C(N(CC)CC)C.O. The catalyst is CN(C=O)C.CN(C1C=CN=CC=1)C. The product is [CH3:1][C:2]1([C:5]2[O:9][N:8]=[C:7]([NH:10][C:11]([NH:52][C:49]3[N:48]=[CH:47][C:46]([C:43]4[CH:44]=[N:45][C:40]([NH:39][C:20]([C:33]5[CH:34]=[CH:35][CH:36]=[CH:37][CH:38]=5)([C:21]5[CH:22]=[CH:23][CH:24]=[CH:25][CH:26]=5)[C:27]5[CH:32]=[CH:31][CH:30]=[CH:29][CH:28]=5)=[CH:41][CH:42]=4)=[CH:51][CH:50]=3)=[O:19])[CH:6]=2)[CH2:3][CH2:4]1. The yield is 0.530. (4) The reactants are [C:1](Cl)([CH3:3])=[O:2].[C:5]([SiH2:9][O:10][C:11]([CH3:22])([CH3:21])[C:12]1[CH:13]=[C:14]([CH:17]=[CH:18][C:19]=1[Cl:20])[CH2:15][NH2:16])([CH3:8])([CH3:7])[CH3:6].CCN(C(C)C)C(C)C. The catalyst is C(Cl)Cl. The product is [C:5]([SiH2:9][O:10][C:11]([CH3:22])([CH3:21])[C:12]1[CH:13]=[C:14]([CH:17]=[CH:18][C:19]=1[Cl:20])[CH2:15][NH:16][C:1](=[O:2])[CH3:3])([CH3:8])([CH3:6])[CH3:7]. The yield is 0.910. (5) The reactants are [C:1]1([CH2:7][CH2:8][CH2:9][CH2:10][C:11]2[S:12][CH:13]=[C:14]([CH2:16][C:17]([O:19]CC)=[O:18])[N:15]=2)[CH:6]=[CH:5][CH:4]=[CH:3][CH:2]=1.[OH-].[Na+].Cl. The catalyst is C1COCC1. The product is [C:1]1([CH2:7][CH2:8][CH2:9][CH2:10][C:11]2[S:12][CH:13]=[C:14]([CH2:16][C:17]([OH:19])=[O:18])[N:15]=2)[CH:6]=[CH:5][CH:4]=[CH:3][CH:2]=1. The yield is 0.780. (6) The reactants are [C:1]1([S:7]([N:10]2[C:14]3[CH:15]=[N:16][C:17]([C:20]#[N:21])=[C:18]([OH:19])[C:13]=3[C:12]3[CH:22]=[CH:23][CH:24]=[N:25][C:11]2=3)(=[O:9])=[O:8])[CH:6]=[CH:5][CH:4]=[CH:3][CH:2]=1.N1C=CC=CC=1.[F:32][C:33]([F:64])([F:63])[C:34]([F:62])([F:61])[C:35]([F:60])([F:59])[C:36]([F:58])([F:57])[S:37](O[S:37]([C:36]([F:58])([F:57])[C:35]([F:59])([F:60])[C:34]([F:61])([F:62])[C:33]([F:32])([F:63])[F:64])(=[O:38])=[O:39])(=[O:39])=[O:38].Cl. The catalyst is ClCCl. The product is [C:1]1([S:7]([N:10]2[C:14]3[CH:15]=[N:16][C:17]([C:20]#[N:21])=[C:18]([O:19][S:37]([C:36]([F:57])([F:58])[C:35]([F:59])([F:60])[C:34]([F:61])([F:62])[C:33]([F:64])([F:63])[F:32])(=[O:39])=[O:38])[C:13]=3[C:12]3[CH:22]=[CH:23][CH:24]=[N:25][C:11]2=3)(=[O:8])=[O:9])[CH:2]=[CH:3][CH:4]=[CH:5][CH:6]=1. The yield is 0.740. (7) The reactants are [CH2:1]([O:3][C:4]([C:6]1[NH:7][CH:8]=[CH:9][C:10]=1[NH2:11])=[O:5])[CH3:2].Br[C:13]1[CH:14]=[C:15]([Cl:19])[CH:16]=[CH:17][CH:18]=1.C1C=CC(P(C2C(C3C(P(C4C=CC=CC=4)C4C=CC=CC=4)=CC=C4C=3C=CC=C4)=C3C(C=CC=C3)=CC=2)C2C=CC=CC=2)=CC=1.C(=O)([O-])[O-].[Cs+].[Cs+]. The catalyst is C1C=CC(/C=C/C(/C=C/C2C=CC=CC=2)=O)=CC=1.C1C=CC(/C=C/C(/C=C/C2C=CC=CC=2)=O)=CC=1.C1C=CC(/C=C/C(/C=C/C2C=CC=CC=2)=O)=CC=1.[Pd].[Pd].C(O)C. The product is [Cl:19][C:15]1[CH:14]=[C:13]([NH:11][C:10]2[CH:9]=[CH:8][NH:7][C:6]=2[C:4]([O:3][CH2:1][CH3:2])=[O:5])[CH:18]=[CH:17][CH:16]=1. The yield is 0.150.